Dataset: Reaction yield outcomes from USPTO patents with 853,638 reactions. Task: Predict the reaction yield, written as a fraction of the theoretical maximum amount of product (1.0 means a 100% yield; for example, 0.34 means a 34% yield). The reactants are [CH3:1][C:2]1([CH3:18])[CH2:9][C:8]2[N:4]([C:5]3[CH2:16][CH2:15][NH:14][C:13](=[O:17])[C:6]=3[C:7]=2C(O)=O)[CH2:3]1.N1C2C(=CC=C3C=2N=CC=C3)C=CC=1.N1C2C(=CC=CC=2)C=CC=1.Cl. The catalyst is O.CN1C(=O)CCC1. The product is [CH3:1][C:2]1([CH3:18])[CH2:9][C:8]2[N:4]([C:5]3[CH2:16][CH2:15][NH:14][C:13](=[O:17])[C:6]=3[CH:7]=2)[CH2:3]1. The yield is 0.610.